This data is from Reaction yield outcomes from USPTO patents with 853,638 reactions. The task is: Predict the reaction yield, written as a fraction of the theoretical maximum amount of product (1.0 means a 100% yield; for example, 0.34 means a 34% yield). (1) The reactants are [H-].[Na+].C[OH:4].Br[C:6]1[C:7](=O)[O:8][C:9]2C(C=1C)=C[CH:12]=[C:11]([OH:17])[CH:10]=2.CN([CH:22]=[O:23])C. The catalyst is Cl. The product is [CH3:22][O:23][CH2:12][C:11](=[O:17])[CH2:10][C:9]([O:8][CH2:7][CH3:6])=[O:4]. The yield is 0.151. (2) The reactants are [C:1]1([CH3:10])[CH:6]=[CH:5][C:4]([S@@:7]([NH2:9])=[O:8])=[CH:3][CH:2]=1.[CH3:11][C@H:12]([C@H:15]([CH3:19])[CH2:16][CH2:17][CH3:18])[CH:13]=O. The catalyst is O1CCCC1.[Cl-].[Na+].O.[O-]CC.[Ti+4].[O-]CC.[O-]CC.[O-]CC. The product is [CH3:11][C@H:12]([C@H:15]([CH3:19])[CH2:16][CH2:17][CH3:18])[CH:13]=[N:9][S:7]([C:4]1[CH:5]=[CH:6][C:1]([CH3:10])=[CH:2][CH:3]=1)=[O:8]. The yield is 0.516. (3) The reactants are [CH3:1][O:2][C:3]1[CH:8]=[CH:7][CH:6]=[CH:5][C:4]=1O.CN(C)C1C=CC=CC=1.[C:19]([Cl:22])(Cl)=[O:20].CN(C=[O:27])C. The yield is 0.500. The catalyst is C1(C)C=CC=CC=1.ClC1C=CC=CC=1. The product is [Cl:22][C:19]([O:20][C:4]1[CH:5]=[CH:6][CH:7]=[CH:8][C:3]=1[O:2][CH3:1])=[O:27]. (4) The yield is 1.00. The reactants are C([O:3][C:4](=[O:27])[C@@H:5]([N:10]1[CH2:14][C:13]([O:15][C:16]2[CH:21]=[CH:20][CH:19]=[C:18]([N:22]([CH3:24])[CH3:23])[C:17]=2[F:25])=[CH:12][C:11]1=[O:26])[CH2:6][CH:7]([CH3:9])[CH3:8])C.O.[OH-].[Li+:30]. The catalyst is O1CCCC1. The product is [Li+:30].[CH3:24][N:22]([CH3:23])[C:18]1[C:17]([F:25])=[C:16]([CH:21]=[CH:20][CH:19]=1)[O:15][C:13]1[CH2:14][N:10]([C@@H:5]([CH2:6][CH:7]([CH3:9])[CH3:8])[C:4]([O-:27])=[O:3])[C:11](=[O:26])[CH:12]=1.